Dataset: Forward reaction prediction with 1.9M reactions from USPTO patents (1976-2016). Task: Predict the product of the given reaction. (1) Given the reactants [C:1]([C:3](=[C:7](SC)SC)[C:4]([NH2:6])=[O:5])#[N:2].[CH3:12][S:13]([C:16]1[CH:23]=[CH:22][C:19]([CH2:20][NH2:21])=[CH:18][CH:17]=1)(=[O:15])=[O:14].O.[NH2:25][NH2:26], predict the reaction product. The product is: [NH2:2][C:1]1[NH:26][N:25]=[C:7]([NH:21][CH2:20][C:19]2[CH:22]=[CH:23][C:16]([S:13]([CH3:12])(=[O:14])=[O:15])=[CH:17][CH:18]=2)[C:3]=1[C:4]([NH2:6])=[O:5]. (2) Given the reactants [NH2:1][C:2]1[S:6][N:5]=[C:4](/[C:7](=[N:38]/[O:39][C:40]([C:43]([OH:45])=[O:44])([CH3:42])[CH3:41])/[C:8]([NH:10][C@@H:11]2[C:36](=[O:37])[N:13]3[C:14]([C:33]([O-:35])=[O:34])=[C:15]([CH2:18][N+:19]4[N:20]([CH3:32])[C:21]([NH2:31])=[C:22]([N:24]([CH2:27][CH2:28][CH2:29][NH2:30])C=O)[CH:23]=4)[CH2:16][S:17][C@H:12]23)=[O:9])[N:3]=1.Cl.C(=O)([O-])O.[Na+], predict the reaction product. The product is: [NH2:1][C:2]1[S:6][N:5]=[C:4](/[C:7](=[N:38]/[O:39][C:40]([C:43]([OH:45])=[O:44])([CH3:42])[CH3:41])/[C:8]([NH:10][C@@H:11]2[C:36](=[O:37])[N:13]3[C:14]([C:33]([O-:35])=[O:34])=[C:15]([CH2:18][N+:19]4[N:20]([CH3:32])[C:21]([NH2:31])=[C:22]([NH:24][CH2:27][CH2:28][CH2:29][NH2:30])[CH:23]=4)[CH2:16][S:17][C@H:12]23)=[O:9])[N:3]=1. (3) Given the reactants [CH2:1]([O:3][C:4](=[O:17])[CH2:5][S:6]([C:9]1[CH:14]=[CH:13][C:12]([O:15][CH3:16])=[CH:11][CH:10]=1)(=[O:8])=[O:7])[CH3:2].[CH2:18](Br)/[CH:19]=[C:20](/[CH2:22][CH2:23][CH:24]=[C:25]([CH3:27])[CH3:26])\[CH3:21].C1OCCOCCOCCOCCOCCOC1, predict the reaction product. The product is: [CH2:1]([O:3][C:4](=[O:17])[CH:5]([S:6]([C:9]1[CH:14]=[CH:13][C:12]([O:15][CH3:16])=[CH:11][CH:10]=1)(=[O:7])=[O:8])[CH2:18][CH:19]=[C:20]([CH3:21])[CH2:22][CH2:23][CH:24]=[C:25]([CH3:27])[CH3:26])[CH3:2]. (4) Given the reactants CCN(C(C)C)C(C)C.[C:10]1([C:23]2[CH:28]=[CH:27][CH:26]=[CH:25][CH:24]=2)[CH:15]=[CH:14][C:13]([C:16]([NH:18][CH2:19][C:20]([OH:22])=O)=[O:17])=[CH:12][CH:11]=1.C1C=CC2N(O)N=NC=2C=1.CCN=C=NCCCN(C)C.Cl.[C:51]([N:58]1[CH2:63][CH2:62][NH:61][CH2:60][CH2:59]1)([O:53][C:54]([CH3:57])([CH3:56])[CH3:55])=[O:52], predict the reaction product. The product is: [C:54]([O:53][C:51]([N:58]1[CH2:63][CH2:62][N:61]([C:20](=[O:22])[CH2:19][NH:18][C:16]([C:13]2[CH:12]=[CH:11][C:10]([C:23]3[CH:28]=[CH:27][CH:26]=[CH:25][CH:24]=3)=[CH:15][CH:14]=2)=[O:17])[CH2:60][CH2:59]1)=[O:52])([CH3:57])([CH3:55])[CH3:56]. (5) The product is: [CH:1]1([CH2:5][C:6]2[N:7]=[C:8]([C:11]3[CH:22]=[C:21]([CH2:20][C:15]([CH3:23])([CH3:14])[C:16]([O:18][CH3:19])=[O:17])[O:13][N:12]=3)[S:9][CH:10]=2)[CH2:2][CH2:3][CH2:4]1. Given the reactants [CH:1]1([CH2:5][C:6]2[N:7]=[C:8]([CH:11]=[N:12][OH:13])[S:9][CH:10]=2)[CH2:4][CH2:3][CH2:2]1.[CH3:14][C:15]([CH3:23])([CH2:20][C:21]#[CH:22])[C:16]([O:18][CH3:19])=[O:17].Cl[O-].[Na+], predict the reaction product. (6) Given the reactants [N:1]1([C:11]([C:13]2[CH:14]=[C:15]([CH:19]=[C:20]([N:22]3[C:31](=[O:32])[C:30]4[C:25](=[CH:26][CH:27]=[CH:28][CH:29]=4)[NH:24][C:23]3=[O:33])[CH:21]=2)[C:16](O)=[O:17])=[O:12])[C:10]2[C:5](=[CH:6][CH:7]=[CH:8][CH:9]=2)[CH2:4][CH2:3][CH2:2]1.C(N(CC)CC)C.[BH4-].[Na+].CO, predict the reaction product. The product is: [N:1]1([C:11]([C:13]2[CH:21]=[C:20]([N:22]3[C:31](=[O:32])[C:30]4[C:25](=[CH:26][CH:27]=[CH:28][CH:29]=4)[NH:24][C:23]3=[O:33])[CH:19]=[C:15]([CH2:16][OH:17])[CH:14]=2)=[O:12])[C:10]2[C:5](=[CH:6][CH:7]=[CH:8][CH:9]=2)[CH2:4][CH2:3][CH2:2]1.